This data is from Experimentally validated miRNA-target interactions with 360,000+ pairs, plus equal number of negative samples. The task is: Binary Classification. Given a miRNA mature sequence and a target amino acid sequence, predict their likelihood of interaction. (1) The miRNA is mmu-miR-7211-5p with sequence UCUUUCCCUCUGCCACUCCACC. Result: 0 (no interaction). The protein sequence of the target gene is MASFPETDFQICLLCKEMCGSPAPLSSNSSASSSSSQTSTSSAGGGGPGAAARRLHVLPCLHAFCRPCLEAHRLPAPGGAGPAEALKLRCPVCDQKVVLAEAAGMDALPSSAFLLSNLLDAVVATAEEPPPKNGRAGGGPGGAGGHSNHRHHAHHPAQRAAAPAPQPPPGPAASPGSLLMRRPHGCSSCDEGNAASSRCLDCQEHLCDNCVRAHQRVRLTKDHYIERGPPGPAAASAAQQLGLGPPFAGAPFSILSVFPERLGFCQHHDDEVLHLYCDTCSVPICRECTLGRHGGHSFAY.... (2) The miRNA is hsa-miR-345-5p with sequence GCUGACUCCUAGUCCAGGGCUC. The protein sequence of the target gene is MLKLVGGGGGQDWACSVAGTSLGGEEAAFEVARPGDQGKAGGGSPGWGCAGIPDSAPGAGVLQAGAVGPARGGQGAEEVGESAGGGEERRVRHPQAPALRLLNRKPQGGSGEIKTPENDLQRGRLSRGPRTAPPAPGMGDRSGQQERSVPHSPGAPVGTSAAAVNGLLHNGFHPPPVQPPHVCSRGPVGGSDAAPQRLPLLPELQPQPLLPQHDSPAKKCRLRRRMDSGRKNRPPFPWFGMDIGGTLVKLVYFEPKDITAEEEQEEVENLKSIRKYLTSNTAYGKTGIRDVHLELKNLTM.... Result: 1 (interaction). (3) The miRNA is hsa-miR-3146 with sequence CAUGCUAGGAUAGAAAGAAUGG. The protein sequence of the target gene is MATSGVEKSSKKKTEKKLAAREEAKLLAGFMGVMNNMRKQRTLCDVILTVQERKIPAHRVVLAAASHFFNLMFTTNMLESKSFEVELKDAEPDIIEQLVEFAYTARISVNSNNVQSLLDAANQYQIEPVKKMCVDFLKEQVDASNCLGISVLAECLDCPELKATADDFIHQHFTEVYKTDEFLQLDVKRVTHLLSQDTLTVRAEDQVYDAAVRWLKYDEPNRQPFMVDILAKVRFPLISKNFLSKTVQAEPLIQDNPECLKMVISGMRYHLLSPEDREELAGGTRPRRKKHDYRIALFGG.... Result: 0 (no interaction). (4) The miRNA is hsa-miR-6769a-3p with sequence GAGCCCCUCUCUGCUCUCCAG. The protein sequence of the target gene is MENMKVLLGLICLMVPLLSLEIDVCTEYPNQIVLFLSVNEIDIRKCPLTPNKMHGDTIIWYKNDSKTPISADRDSRIHQQNEHLWFVPAKVEDSGYYYCIVRNSTYCLKTKVTVTVLENDPGLCYSTQATFPQRLHIAGDGSLVCPYVSYFKDENNELPEVQWYKNCKPLLLDNVSFFGVKDKLLVRNVAEEHRGDYICRMSYTFRGKQYPVTRVIQFITIDENKRDRPVILSPRNETIEADPGSMIQLICNVTGQFSDLVYWKWNGSEIEWNDPFLAEDYQFVEHPSTKRKYTLITTLN.... Result: 0 (no interaction). (5) The miRNA is bta-miR-17-5p with sequence CAAAGUGCUUACAGUGCAGGUAGU. The protein sequence of the target gene is MGLAWGLGVLLLLHACGSNRIPESGGDNSVFDIFELTGAARKRSGRRLVKGPDPSSPAFRIEDANLIPPVPDKKFQDLVDAVRAEKGFLLLASLRQMKKTRGTLLAVERKDHSGQVFSVISNGKAGTLDLSLTVQGKQHVVSVEEALLATGQWKSITLFVQEDRAQLYIDCEKMENAELDVPIQSIFTRDLASIARLRIAKGGVNDNFQGVLQNVRFVFGTTPEDILRNKGCSSSTSVFVTLDNNVVNGSSPAIRTDYIGHKTKDLQAICGISCDELSSMVLELRGLRTIVTTLQDSIRK.... Result: 1 (interaction).